From a dataset of Reaction yield outcomes from USPTO patents with 853,638 reactions. Predict the reaction yield, written as a fraction of the theoretical maximum amount of product (1.0 means a 100% yield; for example, 0.34 means a 34% yield). (1) The reactants are [C:1]([O:5][C:6]([N:8]1[C:12]2[CH:13]=[CH:14][CH:15]=[CH:16][C:11]=2[N:10]=[C:9]1[CH2:17][CH2:18][CH2:19][OH:20])=[O:7])([CH3:4])([CH3:3])[CH3:2].CC(OI1(OC(C)=O)(OC(C)=O)OC(=O)C2C=CC=CC1=2)=O. The catalyst is C(Cl)Cl.C(OCC)(=O)C. The product is [C:1]([O:5][C:6]([N:8]1[C:12]2[CH:13]=[CH:14][CH:15]=[CH:16][C:11]=2[N:10]=[C:9]1[CH2:17][CH2:18][CH:19]=[O:20])=[O:7])([CH3:4])([CH3:3])[CH3:2]. The yield is 0.760. (2) The reactants are [Br:1][C:2]1[CH:3]=[C:4]([CH:11]=[CH:12][N:13]=1)[C:5](N(OC)C)=[O:6].[CH3:14][Mg+].[Br-]. The catalyst is C1COCC1. The product is [Br:1][C:2]1[CH:3]=[C:4]([C:5](=[O:6])[CH3:14])[CH:11]=[CH:12][N:13]=1. The yield is 0.909. (3) The reactants are CC(C)([O-])C.[K+].[CH3:7][O:8][C:9]1[CH:10]=[C:11]2[C:16](=[C:17]3[CH2:21][C:20]([CH3:23])([CH3:22])[O:19][C:18]=13)[C:15]([C:24]1[CH:25]=[C:26]([NH:30][S:31]([CH3:34])(=[O:33])=[O:32])[CH:27]=[CH:28][CH:29]=1)=[N:14][C:13]([CH3:36])([CH3:35])[CH2:12]2.Br[CH2:38][C:39]([NH2:41])=[O:40].O. The catalyst is O1CCCC1. The product is [CH3:34][S:31]([N:30]([C:26]1[CH:27]=[CH:28][CH:29]=[C:24]([C:15]2[C:16]3[C:11](=[CH:10][C:9]([O:8][CH3:7])=[C:18]4[O:19][C:20]([CH3:23])([CH3:22])[CH2:21][C:17]4=3)[CH2:12][C:13]([CH3:36])([CH3:35])[N:14]=2)[CH:25]=1)[CH2:38][C:39]([NH2:41])=[O:40])(=[O:33])=[O:32]. The yield is 0.640. (4) The reactants are [CH3:1][O:2][C:3]1[CH:10]=[C:9]([N:11]2[CH:20]=[CH:19][C:18]3[C:13](=[CH:14][CH:15]=[C:16]([O:21][CH3:22])[CH:17]=3)[C:12]2=[O:23])[CH:8]=[CH:7][C:4]=1[CH:5]=[O:6].[Br:24]N1C(=O)CCC1=O. The catalyst is C1COCC1. The product is [Br:24][C:19]1[C:18]2[C:13](=[CH:14][CH:15]=[C:16]([O:21][CH3:22])[CH:17]=2)[C:12](=[O:23])[N:11]([C:9]2[CH:8]=[CH:7][C:4]([CH:5]=[O:6])=[C:3]([O:2][CH3:1])[CH:10]=2)[CH:20]=1. The yield is 0.789. (5) The reactants are [I:1][C:2]1[CH:3]=[C:4]2[C:9](=[CH:10][CH:11]=1)[C:8](=[O:12])[NH:7][C:6](=[O:13])/[C:5]/2=[CH:14]\[NH:15][CH2:16][C:17]1[CH:22]=[CH:21][C:20]([O:23][CH3:24])=[C:19]([OH:25])[CH:18]=1.[CH2:26]([N:28]([CH2:32][CH3:33])[C:29](Cl)=[O:30])[CH3:27].C(N(CC)CC)C. The catalyst is CN(C=O)C.N1C=CC=CC=1. The product is [CH2:26]([N:28]([CH2:32][CH3:33])[C:29](=[O:30])[O:25][C:19]1[CH:18]=[C:17]([CH2:16][NH:15]/[CH:14]=[C:5]2\[C:6](=[O:13])[NH:7][C:8](=[O:12])[C:9]3[C:4]\2=[CH:3][C:2]([I:1])=[CH:11][CH:10]=3)[CH:22]=[CH:21][C:20]=1[O:23][CH3:24])[CH3:27]. The yield is 0.566. (6) The product is [Cl:29][CH2:2][C:3]1[CH:8]=[CH:7][C:6]([NH:9][C:10]([C:12]2[CH:17]=[CH:16][CH:15]=[CH:14][N:13]=2)=[O:11])=[CH:5][CH:4]=1. The reactants are O[CH2:2][C:3]1[CH:8]=[CH:7][C:6]([NH:9][C:10]([C:12]2[CH:17]=[CH:16][CH:15]=[CH:14][N:13]=2)=[O:11])=[CH:5][CH:4]=1.CCN(CC)CC.CS([Cl:29])(=O)=O. The yield is 0.950. No catalyst specified.